Dataset: Full USPTO retrosynthesis dataset with 1.9M reactions from patents (1976-2016). Task: Predict the reactants needed to synthesize the given product. (1) Given the product [CH3:15][N:16]1[CH2:21][CH2:20][N:19]([C:5]([C:4]2[CH:8]=[CH:9][C:10]([N+:12]([O-:14])=[O:13])=[CH:11][C:3]=2[O:2][CH3:1])=[O:7])[CH2:18][CH2:17]1, predict the reactants needed to synthesize it. The reactants are: [CH3:1][O:2][C:3]1[CH:11]=[C:10]([N+:12]([O-:14])=[O:13])[CH:9]=[CH:8][C:4]=1[C:5]([OH:7])=O.[CH3:15][N:16]1[CH2:21][CH2:20][NH:19][CH2:18][CH2:17]1. (2) Given the product [O:25]1[CH2:26][CH2:27][N:22]([C:4]2[C:5]3[S:10][C:9]([CH2:11][N:12]4[CH2:17][CH2:16][N:15]([S:18]([CH3:21])(=[O:20])=[O:19])[CH2:14][CH2:13]4)=[CH:8][C:6]=3[N:7]=[C:2]([C:36]3[CH:37]=[N:38][C:39]([NH2:42])=[N:40][CH:41]=3)[N:3]=2)[CH2:23][CH2:24]1, predict the reactants needed to synthesize it. The reactants are: Cl[C:2]1[N:3]=[C:4]([N:22]2[CH2:27][CH2:26][O:25][CH2:24][CH2:23]2)[C:5]2[S:10][C:9]([CH2:11][N:12]3[CH2:17][CH2:16][N:15]([S:18]([CH3:21])(=[O:20])=[O:19])[CH2:14][CH2:13]3)=[CH:8][C:6]=2[N:7]=1.CC1(C)C(C)(C)OB([C:36]2[CH:37]=[N:38][C:39]([NH2:42])=[N:40][CH:41]=2)O1. (3) Given the product [CH3:1][O:2][CH2:3][O:4][C:5]1[CH:10]=[C:9]([C:11]([F:14])([F:13])[F:12])[CH:8]=[CH:7][C:6]=1[C:19]1[N:24]=[CH:23][N:22]=[C:21]([O:25][C:26]2[CH:35]=[C:34]3[C:29]([CH:30]=[CH:31][CH:32]=[N:33]3)=[CH:28][CH:27]=2)[CH:20]=1, predict the reactants needed to synthesize it. The reactants are: [CH3:1][O:2][CH2:3][O:4][C:5]1[CH:10]=[C:9]([C:11]([F:14])([F:13])[F:12])[CH:8]=[CH:7][C:6]=1B(O)O.Cl[C:19]1[N:24]=[CH:23][N:22]=[C:21]([O:25][C:26]2[CH:35]=[C:34]3[C:29]([CH:30]=[CH:31][CH:32]=[N:33]3)=[CH:28][CH:27]=2)[CH:20]=1.C([O-])([O-])=O.[K+].[K+]. (4) The reactants are: [CH3:1][C:2]1([CH3:16])[C:6]([CH3:8])([CH3:7])[O:5][B:4]([C:9]2[CH:15]=[CH:14][C:12]([NH2:13])=[CH:11][CH:10]=2)[O:3]1.N1C=CC=CC=1.Cl[C:24]([O:26][CH3:27])=[O:25]. Given the product [CH3:27][O:26][C:24](=[O:25])[NH:13][C:12]1[CH:14]=[CH:15][C:9]([B:4]2[O:3][C:2]([CH3:16])([CH3:1])[C:6]([CH3:7])([CH3:8])[O:5]2)=[CH:10][CH:11]=1, predict the reactants needed to synthesize it.